This data is from Reaction yield outcomes from USPTO patents with 853,638 reactions. The task is: Predict the reaction yield, written as a fraction of the theoretical maximum amount of product (1.0 means a 100% yield; for example, 0.34 means a 34% yield). The yield is 0.410. The reactants are [N+:1]([C:4]1[CH:9]=[CH:8][C:7]([CH2:10][C:11]([O:13][CH2:14][CH3:15])=[O:12])=[CH:6][CH:5]=1)([O-:3])=[O:2].[H-].[Na+].F[C:19]1[CH:24]=[CH:23][N:22]=[C:21]([C:25]([F:28])([F:27])[F:26])[CH:20]=1. The product is [CH2:14]([O:13][C:11](=[O:12])[CH:10]([C:7]1[CH:6]=[CH:5][C:4]([N+:1]([O-:3])=[O:2])=[CH:9][CH:8]=1)[C:19]1[CH:24]=[CH:23][N:22]=[C:21]([C:25]([F:28])([F:27])[F:26])[CH:20]=1)[CH3:15]. The catalyst is CN(C=O)C.